This data is from Peptide-MHC class I binding affinity with 185,985 pairs from IEDB/IMGT. The task is: Regression. Given a peptide amino acid sequence and an MHC pseudo amino acid sequence, predict their binding affinity value. This is MHC class I binding data. The peptide sequence is SPREECGVF. The MHC is HLA-A02:01 with pseudo-sequence HLA-A02:01. The binding affinity (normalized) is 0.0847.